This data is from Full USPTO retrosynthesis dataset with 1.9M reactions from patents (1976-2016). The task is: Predict the reactants needed to synthesize the given product. (1) Given the product [Cl:1][C:2]1[C:3]([CH:4]([OH:5])[C:27](=[CH2:28])[C:26]#[N:29])=[CH:6][C:7]([C:10]2[CH:15]=[CH:14][C:13]([O:16][CH3:17])=[CH:12][CH:11]=2)=[CH:8][N:9]=1, predict the reactants needed to synthesize it. The reactants are: [Cl:1][C:2]1[N:9]=[CH:8][C:7]([C:10]2[CH:15]=[CH:14][C:13]([O:16][CH3:17])=[CH:12][CH:11]=2)=[CH:6][C:3]=1[CH:4]=[O:5].C1N2CCN(CC2)C1.[C:26](#[N:29])[CH:27]=[CH2:28]. (2) Given the product [CH3:1][N:2]1[C:15]2[CH:14]=[CH:13][C:12]([C:16]([OH:18])=[O:17])=[CH:11][C:10]=2[S:9](=[O:21])(=[O:22])[C:8]2[C:3]1=[CH:4][C:5]([CH:23]([C:31](=[O:39])[NH:32][C:33]1[CH:37]=[CH:36][N:35]([CH3:38])[N:34]=1)[CH2:24][CH:25]1[CH2:29][CH2:28][C:27](=[O:30])[CH2:26]1)=[CH:6][CH:7]=2, predict the reactants needed to synthesize it. The reactants are: [CH3:1][N:2]1[C:15]2[CH:14]=[CH:13][C:12]([C:16]([O:18]CC)=[O:17])=[CH:11][C:10]=2[S:9](=[O:22])(=[O:21])[C:8]2[C:3]1=[CH:4][C:5]([CH:23]([C:31](=[O:39])[NH:32][C:33]1[CH:37]=[CH:36][N:35]([CH3:38])[N:34]=1)[CH2:24][CH:25]1[CH2:29][CH2:28][C:27](=[O:30])[CH2:26]1)=[CH:6][CH:7]=2.[OH-].[Na+]. (3) Given the product [S:14]([O-:18])([OH:17])(=[O:16])=[O:15].[S:1](=[CH:4][CH2:5][CH2:6][CH2:7][N+:8]1[CH:13]=[CH:12][CH:11]=[CH:10][CH:9]=1)(=[O:2])=[O:3], predict the reactants needed to synthesize it. The reactants are: [S:1](=[CH:4][CH2:5][CH2:6][CH2:7][N+:8]1[CH:13]=[CH:12][CH:11]=[CH:10][CH:9]=1)(=[O:3])=[O:2].[S:14](=[O:18])(=[O:17])([OH:16])[OH:15]. (4) Given the product [NH2:10][C:11]([CH3:13])([CH3:12])[C:14]([NH:15][C:16]1[S:17][C:18]([C:25](=[O:33])[C:26]2[CH:31]=[CH:30][C:29]([F:32])=[CH:28][CH:27]=2)=[C:19]([C:21]([F:23])([F:24])[F:22])[N:20]=1)=[O:34], predict the reactants needed to synthesize it. The reactants are: C(OC(=O)[NH:10][C:11]([C:14](=[O:34])[NH:15][C:16]1[S:17][C:18]([C:25](=[O:33])[C:26]2[CH:31]=[CH:30][C:29]([F:32])=[CH:28][CH:27]=2)=[C:19]([C:21]([F:24])([F:23])[F:22])[N:20]=1)([CH3:13])[CH3:12])C1C=CC=CC=1.Br.